This data is from Kir2.1 potassium channel HTS with 301,493 compounds. The task is: Binary Classification. Given a drug SMILES string, predict its activity (active/inactive) in a high-throughput screening assay against a specified biological target. (1) The compound is o1c2c(c3cc(nc(NC(=O)C)c3c1=O)CCC(C)C)cccc2. The result is 0 (inactive). (2) The compound is O=C(N(Cc1ccccc1)C)c1nc2n(c1CNCc1nn(c(c1)C)C)cccc2. The result is 0 (inactive). (3) The drug is S1(=O)(=O)CC2SC(=NC2C1)Nc1ccc(C(=O)NC2CCC(CC2)C)cc1. The result is 0 (inactive). (4) The compound is Clc1c(Sc2c(C(=O)N(C)C)cccc2)cc(Cl)cc1. The result is 1 (active). (5) The compound is Clc1cc(C(=O)N2CCN(CC2)C(C)C)ccc1. The result is 0 (inactive).